This data is from Forward reaction prediction with 1.9M reactions from USPTO patents (1976-2016). The task is: Predict the product of the given reaction. Given the reactants [C:1]([C:3]1[CH:25]=[CH:24][C:6]([CH2:7][N:8]2[C:12]([CH2:13][CH2:14][N:15](C(C)(C)C)[C:16]([NH2:18])=[O:17])=[CH:11][N:10]=[C:9]2[CH3:23])=[CH:5][C:4]=1[F:26])#[N:2], predict the reaction product. The product is: [C:1]([C:3]1[CH:25]=[CH:24][C:6]([CH2:7][N:8]2[C:12]([CH2:13][CH2:14][NH:15][C:16]([NH2:18])=[O:17])=[CH:11][N:10]=[C:9]2[CH3:23])=[CH:5][C:4]=1[F:26])#[N:2].